From a dataset of Reaction yield outcomes from USPTO patents with 853,638 reactions. Predict the reaction yield, written as a fraction of the theoretical maximum amount of product (1.0 means a 100% yield; for example, 0.34 means a 34% yield). (1) The reactants are I[C:2]1[CH:7]=[CH:6][C:5]([O:8][CH2:9][CH2:10][O:11][CH3:12])=[CH:4][C:3]=1[N+:13]([O-:15])=[O:14].[C:16]([O:20][CH2:21][CH3:22])(=[O:19])[CH:17]=[CH2:18].C(N(CC)CC)C. The catalyst is C(#N)C.C([O-])(=O)C.[Pd+2].C([O-])(=O)C. The product is [CH3:12][O:11][CH2:10][CH2:9][O:8][C:5]1[CH:6]=[CH:7][C:2](/[CH:18]=[CH:17]/[C:16]([O:20][CH2:21][CH3:22])=[O:19])=[C:3]([N+:13]([O-:15])=[O:14])[CH:4]=1. The yield is 0.960. (2) The reactants are [CH:1]([C:3]1[CH:11]=[CH:10][C:6]([C:7]([OH:9])=O)=[CH:5][CH:4]=1)=[O:2].C(N(CC)CC)C.Cl.CN(C)CCCN=C=NCC.[CH2:31]([N:38]1[CH2:43][CH2:42][CH:41]([NH2:44])[CH2:40][CH2:39]1)[C:32]1[CH:37]=[CH:36][CH:35]=[CH:34][CH:33]=1. The catalyst is ClCCl. The product is [CH2:31]([N:38]1[CH2:43][CH2:42][CH:41]([NH:44][C:7](=[O:9])[C:6]2[CH:5]=[CH:4][C:3]([CH:1]=[O:2])=[CH:11][CH:10]=2)[CH2:40][CH2:39]1)[C:32]1[CH:33]=[CH:34][CH:35]=[CH:36][CH:37]=1. The yield is 0.800. (3) The reactants are [CH2:1]([OH:8])[CH:2]([OH:7])[CH2:3][CH2:4][CH2:5][OH:6].[CH3:9][C:10]1C=CC(S(O)(=O)=O)=C[CH:15]=1. The catalyst is COC(OC)(C)C. The product is [CH3:9][C:10]1([CH3:15])[O:7][CH:2]([CH2:3][CH2:4][CH2:5][OH:6])[CH2:1][O:8]1. The yield is 0.354.